Dataset: Forward reaction prediction with 1.9M reactions from USPTO patents (1976-2016). Task: Predict the product of the given reaction. (1) Given the reactants [CH3:1][O:2][C:3]1[CH:8]=[CH:7][C:6]([C:9]2[CH2:13][CH2:12][C:11](=[O:14])[CH:10]=2)=[CH:5][CH:4]=1, predict the reaction product. The product is: [CH3:1][O:2][C:3]1[CH:4]=[CH:5][C:6]([CH:9]2[CH2:13][CH2:12][C:11](=[O:14])[CH2:10]2)=[CH:7][CH:8]=1. (2) Given the reactants [CH3:1][C:2]1[CH:8]=[CH:7][C:6]([N+:9]([O-:11])=[O:10])=[CH:5][C:3]=1[NH2:4].[N+:12]([O-:15])([OH:14])=[O:13].[N:16]#[C:17][NH2:18], predict the reaction product. The product is: [CH3:1][C:2]1[CH:8]=[CH:7][C:6]([N+:9]([O-:11])=[O:10])=[CH:5][C:3]=1[NH2:4].[N+:12]([O-:15])([OH:14])=[O:13].[NH2:16][C:17]([NH2:4])=[NH:18]. (3) Given the reactants [NH2:1][C:2]1[S:3][C:4]2[CH:10]=[C:9]([C:11]3[O:15][C:14]([NH:16][S:17]([C:20]4[CH:25]=[CH:24][C:23]([F:26])=[CH:22][CH:21]=4)(=[O:19])=[O:18])=[N:13][N:12]=3)[CH:8]=[CH:7][C:5]=2[N:6]=1.[CH3:27][C:28](OC(C)=O)=[O:29], predict the reaction product. The product is: [F:26][C:23]1[CH:22]=[CH:21][C:20]([S:17]([NH:16][C:14]2[O:15][C:11]([C:9]3[CH:8]=[CH:7][C:5]4[N:6]=[C:2]([NH:1][C:28](=[O:29])[CH3:27])[S:3][C:4]=4[CH:10]=3)=[N:12][N:13]=2)(=[O:18])=[O:19])=[CH:25][CH:24]=1. (4) Given the reactants [O-]CC.[Na+].[C:5]([O:12][CH2:13][CH3:14])(=[O:11])[C:6]([O:8]CC)=O.[C:15]([C:19]1[CH:24]=[CH:23][C:22]([C:25](=[O:27])[CH3:26])=[CH:21][CH:20]=1)([CH3:18])([CH3:17])[CH3:16], predict the reaction product. The product is: [C:15]([C:19]1[CH:20]=[CH:21][C:22]([C:25](=[O:27])[CH2:26][C:6](=[O:8])[C:5]([O:12][CH2:13][CH3:14])=[O:11])=[CH:23][CH:24]=1)([CH3:18])([CH3:16])[CH3:17]. (5) Given the reactants [CH2:1]([C:3]1[C:4](N[C@@H]2C3C(=CC=CC=3)C[C@@H]2O)=[N:5][C:6]([CH2:9][CH3:10])=[CH:7][N:8]=1)[CH3:2].[CH2:22]([C@H:24]1[CH2:32][C:31]2[C:26](=[CH:27][C:28]([O:33][CH3:34])=[CH:29][CH:30]=2)[C@H:25]1[NH2:35])[CH3:23], predict the reaction product. The product is: [CH2:1]([C:3]1[C:4]([NH:35][C@@H:25]2[C:26]3[C:31](=[CH:30][CH:29]=[C:28]([O:33][CH3:34])[CH:27]=3)[CH2:32][C@@H:24]2[CH2:22][CH3:23])=[N:5][C:6]([CH2:9][CH3:10])=[CH:7][N:8]=1)[CH3:2]. (6) Given the reactants O[C:2]([CH2:4][CH2:5][CH2:6][CH2:7][C@H:8]1[C@@H:16]2[C@@H:11]([NH:12][C:13]([NH:15]2)=[O:14])[CH2:10][S:9]1)=[O:3].C(N(CC)CC)C.Cl.C(N=C=NCCCN(C)C)C.O.ON1C2C=CC=CC=2N=N1.[NH2:47][CH2:48][CH2:49][NH:50][C:51](=[O:68])[CH2:52][O:53][C:54]1[CH:59]=[CH:58][C:57]([C:60](=[O:67])[C:61]2[CH:66]=[CH:65][CH:64]=[CH:63][CH:62]=2)=[CH:56][CH:55]=1, predict the reaction product. The product is: [C:60]([C:57]1[CH:58]=[CH:59][C:54]([O:53][CH2:52][C:51]([NH:50][CH2:49][CH2:48][NH:47][C:2](=[O:3])[CH2:4][CH2:5][CH2:6][CH2:7][C@@H:8]2[C@H:16]3[C@H:11]([NH:12][C:13](=[O:14])[NH:15]3)[CH2:10][S:9]2)=[O:68])=[CH:55][CH:56]=1)(=[O:67])[C:61]1[CH:62]=[CH:63][CH:64]=[CH:65][CH:66]=1. (7) Given the reactants [O:1]1[C:5]([C:6]2[CH:11]=[CH:10][CH:9]=[CH:8][N:7]=2)=[CH:4][N:3]=[CH:2]1.[Li]CCCC.[C:17](O)(=[O:23])[CH2:18][CH2:19][CH2:20][CH2:21][CH3:22].C(Cl)(=O)C(Cl)=O, predict the reaction product. The product is: [N:7]1[CH:8]=[CH:9][CH:10]=[CH:11][C:6]=1[C:5]1[O:1][C:2]([C:17](=[O:23])[CH2:18][CH2:19][CH2:20][CH2:21][CH3:22])=[N:3][CH:4]=1.